This data is from Reaction yield outcomes from USPTO patents with 853,638 reactions. The task is: Predict the reaction yield, written as a fraction of the theoretical maximum amount of product (1.0 means a 100% yield; for example, 0.34 means a 34% yield). (1) The reactants are [NH2:1][C:2]1[CH:7]=[CH:6][C:5]([NH:8][S:9]([CH3:12])(=[O:11])=[O:10])=[CH:4][C:3]=1[S:13]([NH2:16])(=[O:15])=[O:14].Cl[C:18](=[O:25])[CH2:19][C:20]([O:22][CH2:23][CH3:24])=[O:21]. The catalyst is CN(C)C(=O)C.C(OCC)C.C(OCC)(=O)C. The product is [CH2:23]([O:22][C:20](=[O:21])[CH2:19][C:18]([NH:1][C:2]1[CH:7]=[CH:6][C:5]([NH:8][S:9]([CH3:12])(=[O:10])=[O:11])=[CH:4][C:3]=1[S:13](=[O:14])(=[O:15])[NH2:16])=[O:25])[CH3:24]. The yield is 0.974. (2) No catalyst specified. The yield is 0.580. The product is [F:41][C:19]1[CH:20]=[C:21]([NH:24][C:25]([C:27]2[C:28](=[O:40])[N:29]([C:33]3[CH:34]=[CH:35][C:36]([F:39])=[CH:37][CH:38]=3)[N:30]=[CH:31][CH:32]=2)=[O:26])[CH:22]=[CH:23][C:18]=1[O:17][C:16]1[CH:15]=[CH:14][N:13]=[C:12]2[NH:8][N:9]=[C:10]([C:42]3[CH:43]=[N:44][N:45]([CH3:47])[CH:46]=3)[C:11]=12. The reactants are COC1C=CC(C[N:8]2[C:12]3=[N:13][CH:14]=[CH:15][C:16]([O:17][C:18]4[CH:23]=[CH:22][C:21]([NH:24][C:25]([C:27]5[C:28](=[O:40])[N:29]([C:33]6[CH:38]=[CH:37][C:36]([F:39])=[CH:35][CH:34]=6)[N:30]=[CH:31][CH:32]=5)=[O:26])=[CH:20][C:19]=4[F:41])=[C:11]3[C:10]([C:42]3[CH:43]=[N:44][N:45]([CH3:47])[CH:46]=3)=[N:9]2)=CC=1.C(O)(C(F)(F)F)=O. (3) The reactants are [Cl:1][C:2]1[C:11](B(O)O)=[CH:10][C:9]2[C:4](=[CH:5][CH:6]=[CH:7][CH:8]=2)[N:3]=1.[NH4+].[Cl-].[OH2:17].OO. The catalyst is CCOCC. The product is [Cl:1][C:2]1[C:11]([OH:17])=[CH:10][C:9]2[C:4](=[CH:5][CH:6]=[CH:7][CH:8]=2)[N:3]=1. The yield is 0.890. (4) The reactants are [NH2:1][C:2]1[C:11](I)=[C:10]([C:13]2[N:17]([CH3:18])[N:16]=[N:15][C:14]=2[CH3:19])[C:9]([Cl:20])=[C:8]2[C:3]=1[CH2:4][CH2:5][NH:6][C:7]2=[O:21]. The catalyst is [Pd].C(O)(=O)C.CO. The product is [NH2:1][C:2]1[CH:11]=[C:10]([C:13]2[N:17]([CH3:18])[N:16]=[N:15][C:14]=2[CH3:19])[C:9]([Cl:20])=[C:8]2[C:3]=1[CH2:4][CH2:5][NH:6][C:7]2=[O:21]. The yield is 0.650. (5) The reactants are [NH2:1][C:2]1[C:11]2[C:6](=[C:7](Br)[CH:8]=[CH:9][CH:10]=2)[N:5]=[N:4][C:3]=1[C:13]([NH:15][CH2:16][CH2:17][CH3:18])=[O:14].[Cl:19][C:20]1[CH:21]=[C:22](B(O)O)[CH:23]=[C:24]([Cl:26])[CH:25]=1. No catalyst specified. The product is [NH2:1][C:2]1[C:11]2[C:6](=[C:7]([C:22]3[CH:21]=[C:20]([Cl:19])[CH:25]=[C:24]([Cl:26])[CH:23]=3)[CH:8]=[CH:9][CH:10]=2)[N:5]=[N:4][C:3]=1[C:13]([NH:15][CH2:16][CH2:17][CH3:18])=[O:14]. The yield is 0.525.